Dataset: Forward reaction prediction with 1.9M reactions from USPTO patents (1976-2016). Task: Predict the product of the given reaction. Given the reactants IC.[F:3][C:4]1[CH:9]=[C:8]([N+:10]([O-:12])=[O:11])[CH:7]=[C:6]([F:13])[C:5]=1[OH:14].[C:15](=O)([O-])[O-].[K+].[K+], predict the reaction product. The product is: [F:3][C:4]1[CH:9]=[C:8]([N+:10]([O-:12])=[O:11])[CH:7]=[C:6]([F:13])[C:5]=1[O:14][CH3:15].